Dataset: Full USPTO retrosynthesis dataset with 1.9M reactions from patents (1976-2016). Task: Predict the reactants needed to synthesize the given product. (1) Given the product [NH2:8][C:4]1[N:5]=[CH:6][N:7]=[C:2]([NH:15][C@H:16]([C:19]2[N:28]([CH:29]3[CH2:30][CH2:31]3)[C:27](=[O:32])[C:26]3[C:21](=[CH:22][CH:23]=[CH:24][C:25]=3[F:33])[N:20]=2)[CH2:17][CH3:18])[C:3]=1[C:9]1[N:13]=[C:12]([CH3:14])[O:11][N:10]=1, predict the reactants needed to synthesize it. The reactants are: Cl[C:2]1[N:7]=[CH:6][N:5]=[C:4]([NH2:8])[C:3]=1[C:9]1[N:13]=[C:12]([CH3:14])[O:11][N:10]=1.[NH2:15][C@H:16]([C:19]1[N:28]([CH:29]2[CH2:31][CH2:30]2)[C:27](=[O:32])[C:26]2[C:21](=[CH:22][CH:23]=[CH:24][C:25]=2[F:33])[N:20]=1)[CH2:17][CH3:18].C(N(CC)C(C)C)(C)C. (2) Given the product [I:2][C:3]1[CH:4]=[C:5]([CH2:9][CH2:10][OH:11])[CH:6]=[CH:7][CH:8]=1, predict the reactants needed to synthesize it. The reactants are: B.[I:2][C:3]1[CH:4]=[C:5]([CH2:9][C:10](O)=[O:11])[CH:6]=[CH:7][CH:8]=1.[Cl-].[NH4+]. (3) Given the product [C:1]([O:5][C@@H:6]([C:11]1[C:12]([CH3:51])=[CH:13][C:14]2=[N:30][C:29]3=[CH:28][N:15]2[C:16]=1[N:17]1[CH2:18][CH2:19][C:20]([CH3:27])([O:23][CH2:24][CH:25]=[CH:47][CH2:46][C@H:44]([CH3:45])[O:43][C:42]2[CH:41]=[C:40]([CH3:49])[CH:39]=[C:38]([F:50])[C:37]=2[C:33]2[CH:32]=[C:31]3[CH:36]=[CH:35][CH:34]=2)[CH2:21][CH2:22]1)[C:7]([O:9][CH3:10])=[O:8])([CH3:4])([CH3:2])[CH3:3], predict the reactants needed to synthesize it. The reactants are: [C:1]([O:5][C@@H:6]([C:11]1[C:12]([CH3:51])=[CH:13][C:14]2[N:15]([CH:28]=[C:29]([C:31]3[CH:36]=[CH:35][CH:34]=[C:33]([C:37]4[C:42]([O:43][C@H:44]([CH2:46][CH:47]=C)[CH3:45])=[CH:41][C:40]([CH3:49])=[CH:39][C:38]=4[F:50])[CH:32]=3)[N:30]=2)[C:16]=1[N:17]1[CH2:22][CH2:21][C:20]([CH3:27])([O:23][CH2:24][CH:25]=C)[CH2:19][CH2:18]1)[C:7]([O:9][CH3:10])=[O:8])([CH3:4])([CH3:3])[CH3:2].C(O[C@@H](C1C(C)=CC2=NC3=CN2C=1N1CCC(C)(OCC=CC[C@H](C)OC2C=C(F)C=CC=2C2C=C3C=CC=2)CC1)C(OCC)=O)(C)(C)C. (4) Given the product [CH3:13][O:12][C:10]1[CH:9]=[CH:8][N:7]2[N:3]=[CH:4][CH:5]=[C:6]2[CH:11]=1, predict the reactants needed to synthesize it. The reactants are: IC.[N:3]1[N:7]2[CH:8]=[CH:9][C:10]([OH:12])=[CH:11][C:6]2=[CH:5][CH:4]=1.[C:13]([O-])([O-])=O.[K+].[K+].